This data is from Reaction yield outcomes from USPTO patents with 853,638 reactions. The task is: Predict the reaction yield, written as a fraction of the theoretical maximum amount of product (1.0 means a 100% yield; for example, 0.34 means a 34% yield). The catalyst is C(Cl)(Cl)Cl. The reactants are [CH3:1][N:2]1[C:10]2[C:5](=[CH:6][CH:7]=[CH:8][CH:9]=2)[C:4]([CH2:11][C:12]2[C:13](=[O:19])[NH:14][C:15](=[S:18])[NH:16][CH:17]=2)=[CH:3]1.[Cl:20][C:21]1[CH:37]=[CH:36][C:24]([O:25][C:26]2[CH:33]=[CH:32][C:31]([CH2:34]Cl)=[CH:30][C:27]=2[C:28]#[N:29])=[CH:23][C:22]=1[C:38]([F:41])([F:40])[F:39].CCN(C(C)C)C(C)C. The yield is 0.710. The product is [Cl:20][C:21]1[CH:37]=[CH:36][C:24]([O:25][C:26]2[CH:33]=[CH:32][C:31]([CH2:34][S:18][C:15]3[NH:16][CH:17]=[C:12]([CH2:11][C:4]4[C:5]5[C:10](=[CH:9][CH:8]=[CH:7][CH:6]=5)[N:2]([CH3:1])[CH:3]=4)[C:13](=[O:19])[N:14]=3)=[CH:30][C:27]=2[C:28]#[N:29])=[CH:23][C:22]=1[C:38]([F:39])([F:40])[F:41].